This data is from Peptide-MHC class I binding affinity with 185,985 pairs from IEDB/IMGT. The task is: Regression. Given a peptide amino acid sequence and an MHC pseudo amino acid sequence, predict their binding affinity value. This is MHC class I binding data. (1) The MHC is HLA-A23:01 with pseudo-sequence HLA-A23:01. The binding affinity (normalized) is 0.0925. The peptide sequence is VKSMILHEIL. (2) The peptide sequence is QYPLGQGSF. The MHC is HLA-A23:01 with pseudo-sequence HLA-A23:01. The binding affinity (normalized) is 0.168. (3) The peptide sequence is SDFHERDTF. The MHC is Mamu-B01 with pseudo-sequence Mamu-B01. The binding affinity (normalized) is 0.704. (4) The peptide sequence is GIALAVPCV. The MHC is HLA-B15:17 with pseudo-sequence HLA-B15:17. The binding affinity (normalized) is 0.0847.